From a dataset of Forward reaction prediction with 1.9M reactions from USPTO patents (1976-2016). Predict the product of the given reaction. (1) Given the reactants Cl.[CH:2]([C@H:15]1[C@@H:20]([O:21][CH2:22][C:23]2[CH:28]=[CH:27][C:26]([C:29]([F:32])([F:31])[F:30])=[CH:25][CH:24]=2)[CH2:19][CH2:18][NH:17][CH2:16]1)([C:9]1[CH:14]=[CH:13][CH:12]=[CH:11][CH:10]=1)[C:3]1[CH:8]=[CH:7][CH:6]=[CH:5][CH:4]=1.[C:33](O)(=[O:36])[CH2:34][CH3:35], predict the reaction product. The product is: [CH:2]([C@H:15]1[C@@H:20]([O:21][CH2:22][C:23]2[CH:24]=[CH:25][C:26]([C:29]([F:32])([F:30])[F:31])=[CH:27][CH:28]=2)[CH2:19][CH2:18][N:17]([C:33](=[O:36])[CH2:34][CH3:35])[CH2:16]1)([C:9]1[CH:10]=[CH:11][CH:12]=[CH:13][CH:14]=1)[C:3]1[CH:4]=[CH:5][CH:6]=[CH:7][CH:8]=1. (2) Given the reactants [CH3:1][O:2][C:3]1[CH:4]=[C:5]2[C:10](=[CH:11][CH:12]=1)[N:9]=[C:8]([C:13]1[CH:14]=[N:15][CH:16]=[CH:17][CH:18]=1)[NH:7][C:6]2=O.P(Br)(Br)[Br:21].[OH-].[NH4+], predict the reaction product. The product is: [Br:21][C:6]1[C:5]2[C:10](=[CH:11][CH:12]=[C:3]([O:2][CH3:1])[CH:4]=2)[N:9]=[C:8]([C:13]2[CH:14]=[N:15][CH:16]=[CH:17][CH:18]=2)[N:7]=1. (3) Given the reactants [CH:1]1([C:5]2O[C:17](=[O:19])[C:16]3[C:15](=[O:20])[C:14]4[CH:13]=[CH:12][CH:11]=[CH:10][C:9]=4[NH:8][C:7]=3[CH:6]=2)[CH2:4][CH2:3][CH2:2]1.[NH2:21][C:22]1[CH:27]=[CH:26][CH:25]=[CH:24][N:23]=1, predict the reaction product. The product is: [CH:1]1([C:5]2[N:21]([C:22]3[CH:27]=[CH:26][CH:25]=[CH:24][N:23]=3)[C:17](=[O:19])[C:16]3[C:15](=[O:20])[C:14]4[CH:13]=[CH:12][CH:11]=[CH:10][C:9]=4[NH:8][C:7]=3[CH:6]=2)[CH2:2][CH2:3][CH2:4]1. (4) Given the reactants [C:1](Cl)(=[O:3])[CH3:2].[NH2:5][CH:6]([C:33](=[O:41])[NH:34][C:35]1[CH:40]=[CH:39][CH:38]=[CH:37][N:36]=1)[CH2:7][C:8]1[CH:13]=[CH:12][C:11]([NH:14][C:15]([C:17]2[C:18]([C:23]3[CH:28]=[CH:27][C:26]([C:29]([F:32])([F:31])[F:30])=[CH:25][CH:24]=3)=[CH:19][CH:20]=[CH:21][CH:22]=2)=[O:16])=[CH:10][CH:9]=1.C(N(CC)CC)C.C(OCC)(=O)C, predict the reaction product. The product is: [C:1]([NH:5][CH:6]([C:33](=[O:41])[NH:34][C:35]1[CH:40]=[CH:39][CH:38]=[CH:37][N:36]=1)[CH2:7][C:8]1[CH:9]=[CH:10][C:11]([NH:14][C:15]([C:17]2[C:18]([C:23]3[CH:28]=[CH:27][C:26]([C:29]([F:32])([F:31])[F:30])=[CH:25][CH:24]=3)=[CH:19][CH:20]=[CH:21][CH:22]=2)=[O:16])=[CH:12][CH:13]=1)(=[O:3])[CH3:2].